This data is from Reaction yield outcomes from USPTO patents with 853,638 reactions. The task is: Predict the reaction yield, written as a fraction of the theoretical maximum amount of product (1.0 means a 100% yield; for example, 0.34 means a 34% yield). The reactants are C[O:2][C:3](=[O:34])[C:4]1[CH:9]=[C:8]([OH:10])[CH:7]=[C:6]([N:11]2[C:15]([CH3:16])=[CH:14][CH:13]=[C:12]2[C:17]2[CH:22]=[C:21]([Cl:23])[CH:20]=[CH:19][C:18]=2[O:24][CH2:25][C:26]2[C:31]([F:32])=[CH:30][CH:29]=[CH:28][C:27]=2[F:33])[CH:5]=1. The catalyst is CCO.[OH-].[Na+].C(Cl)Cl. The product is [Cl:23][C:21]1[CH:20]=[CH:19][C:18]([O:24][CH2:25][C:26]2[C:31]([F:32])=[CH:30][CH:29]=[CH:28][C:27]=2[F:33])=[C:17]([C:12]2[N:11]([C:6]3[CH:5]=[C:4]([CH:9]=[C:8]([OH:10])[CH:7]=3)[C:3]([OH:34])=[O:2])[C:15]([CH3:16])=[CH:14][CH:13]=2)[CH:22]=1. The yield is 0.560.